The task is: Predict the product of the given reaction.. This data is from Forward reaction prediction with 1.9M reactions from USPTO patents (1976-2016). (1) Given the reactants [OH:1][CH2:2][C@@H:3]1[CH2:8][C@H:7]2[CH2:9][C@@:6]32[C@H:10]2[C@H:19]([CH2:20][CH2:21][C@:4]13[CH3:5])[C@@H:18]1[C:13](=[CH:14][C:15](=[O:22])[CH2:16][CH2:17]1)[CH2:12][C@H:11]2[CH3:23].[CH2:24](N(CC)CC)C.[C:31]1([SH:37])[CH:36]=[CH:35][CH:34]=[CH:33][CH:32]=1.[OH-].[K+], predict the reaction product. The product is: [OH:1][CH2:2][C@@H:3]1[CH2:8][C@H:7]2[CH2:9][C@@:6]32[C@H:10]2[C@H:19]([CH2:20][CH2:21][C@:4]13[CH3:5])[C@@H:18]1[C:13](=[C:14]([CH2:24][S:37][C:31]3[CH:36]=[CH:35][CH:34]=[CH:33][CH:32]=3)[C:15](=[O:22])[CH2:16][CH2:17]1)[CH2:12][C@H:11]2[CH3:23]. (2) Given the reactants [Cl:1][C:2]1[CH:7]=[C:6]([CH:8]=[O:9])[CH:5]=[CH:4][N:3]=1.[OH-].[K+].[N+:12]([CH2:14][C:15]([N:17]1[CH2:21][CH2:20][CH2:19][CH2:18]1)=[O:16])#[C-:13], predict the reaction product. The product is: [Cl:1][C:2]1[CH:7]=[C:6]([C@@H:8]2[O:9][CH:13]=[N:12][C@H:14]2[C:15]([N:17]2[CH2:21][CH2:20][CH2:19][CH2:18]2)=[O:16])[CH:5]=[CH:4][N:3]=1. (3) Given the reactants [CH3:1][N:2]([CH3:19])[CH2:3][CH2:4][N:5]1[CH:14]=[CH:13][C:12]2[C:7](=[CH:8][CH:9]=[CH:10][C:11]=2[N+:15]([O-])=O)[C:6]1=[O:18], predict the reaction product. The product is: [NH2:15][C:11]1[CH:10]=[CH:9][CH:8]=[C:7]2[C:12]=1[CH:13]=[CH:14][N:5]([CH2:4][CH2:3][N:2]([CH3:19])[CH3:1])[C:6]2=[O:18]. (4) Given the reactants [CH3:1][O:2][C:3](=[O:16])[C:4](=O)[CH:5](Cl)[C:6]1[CH:11]=[CH:10][CH:9]=[C:8]([F:12])[C:7]=1[CH3:13].[C:17]([NH2:20])(=[S:19])[CH3:18], predict the reaction product. The product is: [CH3:1][O:2][C:3]([C:4]1[N:20]=[C:17]([CH3:18])[S:19][C:5]=1[C:6]1[CH:11]=[CH:10][CH:9]=[C:8]([F:12])[C:7]=1[CH3:13])=[O:16]. (5) Given the reactants [Cl:1][CH2:2][CH2:3][O:4][CH2:5][CH2:6][O:7][CH2:8][CH2:9][OH:10].C(N(CC)CC)C.[S:18](Cl)([C:21]1[CH:27]=[CH:26][C:24]([CH3:25])=[CH:23][CH:22]=1)(=[O:20])=[O:19], predict the reaction product. The product is: [CH3:25][C:24]1[CH:26]=[CH:27][C:21]([S:18]([O:10][CH2:9][CH2:8][O:7][CH2:6][CH2:5][O:4][CH2:3][CH2:2][Cl:1])(=[O:20])=[O:19])=[CH:22][CH:23]=1.